This data is from Full USPTO retrosynthesis dataset with 1.9M reactions from patents (1976-2016). The task is: Predict the reactants needed to synthesize the given product. (1) Given the product [Br:1][C:2]1[C:3]([C:13](=[O:15])[CH3:14])=[C:4]([O:12][CH3:16])[C:5]2[O:10][CH2:9][CH2:8][O:7][C:6]=2[CH:11]=1, predict the reactants needed to synthesize it. The reactants are: [Br:1][C:2]1[C:3]([C:13](=[O:15])[CH3:14])=[C:4]([OH:12])[C:5]2[O:10][CH2:9][CH2:8][O:7][C:6]=2[CH:11]=1.[C:16]([O-])([O-])=O.[K+].[K+].CI. (2) Given the product [C:15]1([CH3:18])[CH:16]=[CH:17][C:12]([N:1]2[C:10]3[C:5](=[CH:6][CH:7]=[CH:8][CH:9]=3)[CH2:4][CH2:3][CH2:2]2)=[CH:13][CH:14]=1, predict the reactants needed to synthesize it. The reactants are: [NH:1]1[C:10]2[C:5](=[CH:6][CH:7]=[CH:8][CH:9]=2)[CH2:4][CH2:3][CH2:2]1.I[C:12]1[CH:17]=[CH:16][C:15]([CH3:18])=[CH:14][CH:13]=1.C(=O)([O-])[O-].[K+].[K+]. (3) Given the product [Br:1][C:2]1[CH:7]=[C:6]([CH:24]([OH:26])[CH3:25])[C:5]([F:8])=[CH:4][N:3]=1, predict the reactants needed to synthesize it. The reactants are: [Br:1][C:2]1[CH:7]=[CH:6][C:5]([F:8])=[CH:4][N:3]=1.[Li+].CC([N-]C(C)C)C.C(NC(C)C)(C)C.[CH:24](=[O:26])[CH3:25]. (4) Given the product [O:18]=[C:12]1[NH:13][C:14](=[O:17])[CH:15]=[CH:16][N:11]1[C@@H:4]1[O:5][C@H:6]([CH2:9][O:10][P:36]([NH:47][C@@H:48]([CH3:55])[C:49]([O:51][CH:29]2[CH2:30][CH2:31][CH2:32][CH2:27]2)=[O:50])([O:37][C:38]2[CH:43]=[CH:42][CH:41]=[CH:40][CH:39]=2)=[O:44])[C@@H:7]([OH:8])[C@@:3]1([C:1]#[CH:2])[OH:19], predict the reactants needed to synthesize it. The reactants are: [C:1]([C@@:3]1([OH:19])[C@H:7]([OH:8])[C@@H:6]([CH2:9][OH:10])[O:5][C@H:4]1[N:11]1[CH:16]=[CH:15][C:14](=[O:17])[NH:13][C:12]1=[O:18])#[CH:2].CN([C:30]1[C:29]2[C:29](N(C)C)=[CH:30][CH:31]=[CH:32][C:27]=2[CH:27]=[CH:32][CH:31]=1)C.[P:36](Cl)(Cl)(=[O:44])[O:37][C:38]1[CH:43]=[CH:42][CH:41]=[CH:40][CH:39]=1.[NH2:47][C@@H:48]([CH2:55]C1C=CC=CC=1)[C:49]([O:51]C(C)C)=[O:50].C(N(CC)CC)C. (5) Given the product [CH2:1]([C@H:8]1[CH2:9][N:10]([C:14]2[CH:19]=[CH:18][C:17]([O:20][CH3:21])=[C:16]([O:22][CH:23]3[CH2:27][CH2:26][CH2:25][CH2:24]3)[CH:15]=2)[CH2:11][CH2:12][N:13]1[C:29]([N:49]1[CH2:53][CH2:52][C@H:51]([OH:54])[CH2:50]1)=[O:31])[C:2]1[CH:3]=[CH:4][CH:5]=[CH:6][CH:7]=1, predict the reactants needed to synthesize it. The reactants are: [CH2:1]([C@@H:8]1[NH:13][CH2:12][CH2:11][N:10]([C:14]2[CH:19]=[CH:18][C:17]([O:20][CH3:21])=[C:16]([O:22][CH:23]3[CH2:27][CH2:26][CH2:25][CH2:24]3)[CH:15]=2)[CH2:9]1)[C:2]1[CH:7]=[CH:6][CH:5]=[CH:4][CH:3]=1.Cl[C:29](Cl)([O:31]C(=O)OC(Cl)(Cl)Cl)Cl.C(N(C(C)C)CC)(C)C.[NH:49]1[CH2:53][CH2:52][C@H:51]([OH:54])[CH2:50]1. (6) Given the product [NH:3]1[C:7]2[CH:8]=[CH:9][CH:10]=[CH:11][C:6]=2[N:5]=[C:4]1[C@H:12]([NH:22][C:23]([NH:25][C@@H:26]1[CH2:31][CH2:30][CH2:29][N:28]([C:36](=[O:37])[CH3:35])[CH2:27]1)=[O:24])[CH2:13][C:14]1[CH:15]=[CH:16][C:17]([O:20][CH3:21])=[CH:18][CH:19]=1, predict the reactants needed to synthesize it. The reactants are: N#N.[NH:3]1[C:7]2[CH:8]=[CH:9][CH:10]=[CH:11][C:6]=2[N:5]=[C:4]1[C@H:12]([NH:22][C:23]([NH:25][C@@H:26]1[CH2:31][CH2:30][CH2:29][NH:28][CH2:27]1)=[O:24])[CH2:13][C:14]1[CH:19]=[CH:18][C:17]([O:20][CH3:21])=[CH:16][CH:15]=1.C(N1CC[O:37][CH2:36][CH2:35]1)C.CN(C(ON1N=NC2C=CC=CC1=2)=[N+](C)C)C.[B-](F)(F)(F)F.C(O)(=O)C. (7) Given the product [Cl:10][C:11]1[CH:12]=[C:13]([CH:26]=[CH:27][C:28]=1[Cl:29])[C:14]([N:16]1[C:18]2[C:19](=[CH:20][C:21]([O:24][CH3:25])=[CH:22][CH:23]=2)[C:3]([CH2:2][C:1]([OH:8])=[O:7])=[C:4]1[CH3:6])=[O:15], predict the reactants needed to synthesize it. The reactants are: [C:1]([OH:8])(=[O:7])[CH2:2][CH2:3][C:4]([CH3:6])=O.Cl.[Cl:10][C:11]1[CH:12]=[C:13]([CH:26]=[CH:27][C:28]=1[Cl:29])[C:14]([N:16]([C:18]1[CH:23]=[CH:22][C:21]([O:24][CH3:25])=[CH:20][CH:19]=1)N)=[O:15]. (8) Given the product [O:1]=[C:2]1[C:7]([CH2:8][C:9]2[CH:14]=[CH:13][C:12]([C:15]3[CH:20]=[CH:19][CH:18]=[CH:17][C:16]=3[C:21]3[NH:25][C:24](=[O:26])[O:23][N:22]=3)=[CH:11][CH:10]=2)=[C:6]([CH2:27][CH2:28][CH3:29])[N:5]2[N:30]=[CH:31][N:32]=[C:4]2[N:3]1[C@H:33]1[CH2:38][CH2:37][C@H:36]([O:39][CH2:40][C:41]#[N:43])[CH2:35][CH2:34]1, predict the reactants needed to synthesize it. The reactants are: [O:1]=[C:2]1[C:7]([CH2:8][C:9]2[CH:14]=[CH:13][C:12]([C:15]3[CH:20]=[CH:19][CH:18]=[CH:17][C:16]=3[C:21]3[NH:25][C:24](=[O:26])[O:23][N:22]=3)=[CH:11][CH:10]=2)=[C:6]([CH2:27][CH2:28][CH3:29])[N:5]2[N:30]=[CH:31][N:32]=[C:4]2[N:3]1[C@H:33]1[CH2:38][CH2:37][C@H:36]([O:39][CH2:40][C:41]([NH2:43])=O)[CH2:35][CH2:34]1.N1C=CC=CC=1.FC(F)(F)C(OC(=O)C(F)(F)F)=O. (9) The reactants are: CC([S@@]([NH:7][C@@H:8]([CH:10]1[CH2:15][CH2:14][O:13][CH2:12][CH2:11]1)[CH3:9])=O)(C)C.Cl. Given the product [O:13]1[CH2:14][CH2:15][CH:10]([C@H:8]([NH2:7])[CH3:9])[CH2:11][CH2:12]1, predict the reactants needed to synthesize it. (10) The reactants are: [ClH:1].[NH:2]1[CH2:7][CH2:6][CH:5]([O:8][C:9]2[CH:10]=[C:11]3[C:16](=[CH:17][CH:18]=2)[CH:15]=[N:14][CH:13]=[CH:12]3)[CH2:4][CH2:3]1.C(O[C:22]1(O[Si](C)(C)C)[CH2:24][CH2:23]1)C.C([BH3-])#N.[Na+].[OH-].[Na+]. Given the product [ClH:1].[CH:22]1([N:2]2[CH2:7][CH2:6][CH:5]([O:8][C:9]3[CH:10]=[C:11]4[C:16](=[CH:17][CH:18]=3)[CH:15]=[N:14][CH:13]=[CH:12]4)[CH2:4][CH2:3]2)[CH2:24][CH2:23]1, predict the reactants needed to synthesize it.